Dataset: Full USPTO retrosynthesis dataset with 1.9M reactions from patents (1976-2016). Task: Predict the reactants needed to synthesize the given product. (1) The reactants are: [Cl:1][C:2]1[N:3]=[C:4]([C:9]([NH:11][C@H:12]2[CH2:17][CH2:16][N:15]([C:18]3[S:19][C:20]([C:24]([O:26]CC)=[O:25])=[C:21]([CH3:23])[N:22]=3)[CH2:14][C@H:13]2[O:29][CH2:30][CH2:31][F:32])=[O:10])[NH:5][C:6]=1[CH2:7][CH3:8].[OH-].[Li+].CO. Given the product [Cl:1][C:2]1[N:3]=[C:4]([C:9]([NH:11][C@H:12]2[CH2:17][CH2:16][N:15]([C:18]3[S:19][C:20]([C:24]([OH:26])=[O:25])=[C:21]([CH3:23])[N:22]=3)[CH2:14][C@H:13]2[O:29][CH2:30][CH2:31][F:32])=[O:10])[NH:5][C:6]=1[CH2:7][CH3:8], predict the reactants needed to synthesize it. (2) Given the product [Cl:1][C:2]1[CH:3]=[C:4]([CH:35]=[CH:36][CH:37]=1)[C:5]([CH3:34])([CH3:33])[C@@H:6]([C:9]([NH:11][C@H:12]([C:17]([N:19]([C@@H:21]([CH:30]([CH3:31])[CH3:32])/[CH:22]=[C:23](/[C:24]([OH:26])=[O:25])\[CH3:29])[CH3:20])=[O:18])[C:13]([CH3:14])([CH3:15])[CH3:16])=[O:10])[NH:7][CH3:8], predict the reactants needed to synthesize it. The reactants are: [Cl:1][C:2]1[CH:3]=[C:4]([CH:35]=[CH:36][CH:37]=1)[C:5]([CH3:34])([CH3:33])[C@@H:6]([C:9]([NH:11][C@H:12]([C:17]([N:19]([C@@H:21]([CH:30]([CH3:32])[CH3:31])/[CH:22]=[C:23](\[CH3:29])/[C:24]([O:26]CC)=[O:25])[CH3:20])=[O:18])[C:13]([CH3:16])([CH3:15])[CH3:14])=[O:10])[NH:7][CH3:8].[OH-].[Li+].